Dataset: Catalyst prediction with 721,799 reactions and 888 catalyst types from USPTO. Task: Predict which catalyst facilitates the given reaction. (1) Reactant: [Cl-].[Cl:2][C:3]1[CH:28]=[CH:27][CH:26]=[CH:25][C:4]=1[CH2:5][P+](C1C=CC=CC=1)(C1C=CC=CC=1)C1C=CC=CC=1.CC(C)([O-])C.[K+].[CH:35]([CH:37]1[CH2:42][CH2:41][N:40]([C:43]([O:45][C:46]([CH3:49])([CH3:48])[CH3:47])=[O:44])[CH2:39][CH2:38]1)=O.[Cl-].[NH4+]. Product: [Cl:2][C:3]1[CH:28]=[CH:27][CH:26]=[CH:25][C:4]=1[CH:5]=[CH:35][CH:37]1[CH2:42][CH2:41][N:40]([C:43]([O:45][C:46]([CH3:47])([CH3:49])[CH3:48])=[O:44])[CH2:39][CH2:38]1. The catalyst class is: 9. (2) Reactant: C([O:5][C:6](=[O:40])[CH2:7][CH:8]([NH:13][C:14](=[O:39])[C@@H:15]([N:23]1[CH:28]=[CH:27][CH:26]=[C:25]([NH:29][C:30](=[O:37])[C:31]2[CH:36]=[CH:35][CH:34]=[CH:33][CH:32]=2)[C:24]1=[O:38])[CH2:16][C:17]1[CH:22]=[CH:21][CH:20]=[CH:19][CH:18]=1)[C:9](=[O:12])[CH2:10][F:11])(C)(C)C.FC(F)(F)C(O)=O. Product: [C:30]([NH:29][C:25]1[C:24](=[O:38])[N:23]([C@@H:15]([CH2:16][C:17]2[CH:18]=[CH:19][CH:20]=[CH:21][CH:22]=2)[C:14]([NH:13][CH:8]([C:9](=[O:12])[CH2:10][F:11])[CH2:7][C:6]([OH:40])=[O:5])=[O:39])[CH:28]=[CH:27][CH:26]=1)(=[O:37])[C:31]1[CH:36]=[CH:35][CH:34]=[CH:33][CH:32]=1. The catalyst class is: 4. (3) Reactant: [Cl:1][C:2]1[N:7]=[C:6]([NH:8]C(=O)OC(C)(C)C)[CH:5]=[CH:4][C:3]=1[F:16]. Product: [Cl:1][C:2]1[N:7]=[C:6]([NH2:8])[CH:5]=[CH:4][C:3]=1[F:16]. The catalyst class is: 137. (4) Reactant: [Cl:1][C:2]1[C:11]2[C:6](=[CH:7][CH:8]=[CH:9][CH:10]=2)[CH:5]=[C:4]([C:12]([O:14]CC)=O)[N:3]=1.[F:17][C:18]1[CH:23]=[CH:22][C:21]([Mg]Br)=[CH:20][CH:19]=1.C(OCC)C.Cl. Product: [Cl:1][C:2]1[C:11]2[C:6](=[CH:7][CH:8]=[CH:9][CH:10]=2)[CH:5]=[C:4]([C:12]([C:21]2[CH:22]=[CH:23][C:18]([F:17])=[CH:19][CH:20]=2)=[O:14])[N:3]=1. The catalyst class is: 1.